Dataset: TCR-epitope binding with 47,182 pairs between 192 epitopes and 23,139 TCRs. Task: Binary Classification. Given a T-cell receptor sequence (or CDR3 region) and an epitope sequence, predict whether binding occurs between them. (1) The TCR CDR3 sequence is CASSYSETKSYEQYF. Result: 0 (the TCR does not bind to the epitope). The epitope is FLPRVFSAV. (2) Result: 1 (the TCR binds to the epitope). The TCR CDR3 sequence is CASSPNLNTEAFF. The epitope is LLMPILTLT. (3) The epitope is KRWIIMGLNK. The TCR CDR3 sequence is CASSLAGLANEQYF. Result: 0 (the TCR does not bind to the epitope). (4) The epitope is YFPLQSYGF. The TCR CDR3 sequence is CASSLLAPDYGYTF. Result: 0 (the TCR does not bind to the epitope). (5) The epitope is FADDLNQLTGY. The TCR CDR3 sequence is CASSLTPGQGIYGYTF. Result: 0 (the TCR does not bind to the epitope). (6) The epitope is KLGGALQAK. The TCR CDR3 sequence is CASRVAAKANRETQYF. Result: 1 (the TCR binds to the epitope).